From a dataset of Reaction yield outcomes from USPTO patents with 853,638 reactions. Predict the reaction yield, written as a fraction of the theoretical maximum amount of product (1.0 means a 100% yield; for example, 0.34 means a 34% yield). The reactants are C(O[C:6]([N:8]1[CH:13]2[CH2:14][CH2:15][CH:9]1[CH2:10][N:11]([C:16]1[N:21]=[CH:20][CH:19]=[CH:18][N:17]=1)[CH2:12]2)=[O:7])(C)(C)C.FC(F)(F)C1[CH:25]=[C:26]([C:30]2[CH:35]=[CH:34][C:33](C(O)=O)=[CH:32][CH:31]=2)[CH:27]=CC=1.[CH2:41](Cl)[CH2:42]Cl.[CH:45]1[CH:46]=CC2N(O)N=N[C:49]=2[CH:50]=1.Cl.O1CCOC[CH2:57]1. The catalyst is O.CCOC(C)=O. The product is [C:26]([C:30]1[CH:31]=[C:32]([C:42]2[CH:41]=[CH:49][C:50]([C:6]([N:8]3[CH:9]4[CH2:15][CH2:14][CH:13]3[CH2:12][N:11]([C:16]3[N:17]=[CH:18][CH:19]=[CH:20][N:21]=3)[CH2:10]4)=[O:7])=[CH:45][CH:46]=2)[CH:33]=[CH:34][CH:35]=1)([CH3:25])([CH3:27])[CH3:57]. The yield is 0.320.